The task is: Regression. Given two drug SMILES strings and cell line genomic features, predict the synergy score measuring deviation from expected non-interaction effect.. This data is from NCI-60 drug combinations with 297,098 pairs across 59 cell lines. (1) Drug 1: C1=CC(=CC=C1CC(C(=O)O)N)N(CCCl)CCCl.Cl. Drug 2: CC12CCC3C(C1CCC2OP(=O)(O)O)CCC4=C3C=CC(=C4)OC(=O)N(CCCl)CCCl.[Na+]. Cell line: HCT116. Synergy scores: CSS=6.66, Synergy_ZIP=-8.32, Synergy_Bliss=-10.1, Synergy_Loewe=-13.6, Synergy_HSA=-8.49. (2) Drug 1: CCC1(CC2CC(C3=C(CCN(C2)C1)C4=CC=CC=C4N3)(C5=C(C=C6C(=C5)C78CCN9C7C(C=CC9)(C(C(C8N6C=O)(C(=O)OC)O)OC(=O)C)CC)OC)C(=O)OC)O.OS(=O)(=O)O. Drug 2: B(C(CC(C)C)NC(=O)C(CC1=CC=CC=C1)NC(=O)C2=NC=CN=C2)(O)O. Cell line: COLO 205. Synergy scores: CSS=43.2, Synergy_ZIP=-4.56, Synergy_Bliss=-8.85, Synergy_Loewe=-7.83, Synergy_HSA=-6.01. (3) Drug 1: CNC(=O)C1=CC=CC=C1SC2=CC3=C(C=C2)C(=NN3)C=CC4=CC=CC=N4. Drug 2: C1CC(=O)NC(=O)C1N2C(=O)C3=CC=CC=C3C2=O. Cell line: HOP-92. Synergy scores: CSS=2.05, Synergy_ZIP=3.88, Synergy_Bliss=5.61, Synergy_Loewe=4.95, Synergy_HSA=3.61. (4) Drug 1: C1=CC(=CC=C1CCCC(=O)O)N(CCCl)CCCl. Drug 2: COC1=NC(=NC2=C1N=CN2C3C(C(C(O3)CO)O)O)N. Cell line: MALME-3M. Synergy scores: CSS=15.6, Synergy_ZIP=-4.40, Synergy_Bliss=4.72, Synergy_Loewe=-2.77, Synergy_HSA=2.31. (5) Synergy scores: CSS=46.2, Synergy_ZIP=10.7, Synergy_Bliss=10.7, Synergy_Loewe=-31.6, Synergy_HSA=-2.25. Drug 1: CC1CCCC2(C(O2)CC(NC(=O)CC(C(C(=O)C(C1O)C)(C)C)O)C(=CC3=CSC(=N3)C)C)C. Cell line: A549. Drug 2: COCCOC1=C(C=C2C(=C1)C(=NC=N2)NC3=CC=CC(=C3)C#C)OCCOC.Cl. (6) Drug 1: CC1OCC2C(O1)C(C(C(O2)OC3C4COC(=O)C4C(C5=CC6=C(C=C35)OCO6)C7=CC(=C(C(=C7)OC)O)OC)O)O. Drug 2: CC1=C(C=C(C=C1)C(=O)NC2=CC(=CC(=C2)C(F)(F)F)N3C=C(N=C3)C)NC4=NC=CC(=N4)C5=CN=CC=C5. Cell line: HCT-15. Synergy scores: CSS=46.2, Synergy_ZIP=2.66, Synergy_Bliss=3.66, Synergy_Loewe=-2.01, Synergy_HSA=1.38. (7) Drug 1: C1=NC2=C(N1)C(=S)N=C(N2)N. Drug 2: C1C(C(OC1N2C=NC3=C2NC=NCC3O)CO)O. Cell line: NCI/ADR-RES. Synergy scores: CSS=31.2, Synergy_ZIP=-1.26, Synergy_Bliss=-2.96, Synergy_Loewe=-17.4, Synergy_HSA=-2.30.